Task: Regression. Given a peptide amino acid sequence and an MHC pseudo amino acid sequence, predict their binding affinity value. This is MHC class I binding data.. Dataset: Peptide-MHC class I binding affinity with 185,985 pairs from IEDB/IMGT The peptide sequence is FTMRLLSPV. The MHC is HLA-A02:17 with pseudo-sequence HLA-A02:17. The binding affinity (normalized) is 0.686.